From a dataset of Catalyst prediction with 721,799 reactions and 888 catalyst types from USPTO. Predict which catalyst facilitates the given reaction. (1) Reactant: [CH3:1][N:2]1[CH2:7][CH2:6][N:5]([C:8]2[CH:13]=[CH:12][C:11]([N+:14]([O-])=O)=[CH:10][CH:9]=2)[CH2:4][CH2:3]1. Product: [CH3:1][N:2]1[CH2:3][CH2:4][N:5]([C:8]2[CH:13]=[CH:12][C:11]([NH2:14])=[CH:10][CH:9]=2)[CH2:6][CH2:7]1. The catalyst class is: 19. (2) Reactant: [Br:1][C:2]1[CH:3]=[C:4]([OH:9])[C:5]([CH3:8])=[N:6][CH:7]=1.C([O-])([O-])=O.[K+].[K+].I[CH2:17][CH3:18]. Product: [Br:1][C:2]1[CH:3]=[C:4]([O:9][CH2:17][CH3:18])[C:5]([CH3:8])=[N:6][CH:7]=1. The catalyst class is: 3. (3) Reactant: [CH:1]1([C:4]2[N:5]=[C:6]3[CH:11]=[CH:10][C:9]([N:12]4[CH:17]=[CH:16][C:15]([OH:18])=[CH:14][C:13]4=[O:19])=[CH:8][N:7]3[C:20]=2[CH3:21])[CH2:3][CH2:2]1.[F:22][C:23]([F:32])([F:31])[C:24]1[S:28][C:27]([CH2:29]O)=[CH:26][CH:25]=1.C(P(CCCC)CCCC)CCC.N(C(N1CCCCC1)=O)=NC(N1CCCCC1)=O. Product: [CH:1]1([C:4]2[N:5]=[C:6]3[CH:11]=[CH:10][C:9]([N:12]4[CH:17]=[CH:16][C:15]([O:18][CH2:29][C:27]5[S:28][C:24]([C:23]([F:32])([F:31])[F:22])=[CH:25][CH:26]=5)=[CH:14][C:13]4=[O:19])=[CH:8][N:7]3[C:20]=2[CH3:21])[CH2:3][CH2:2]1. The catalyst class is: 20.